This data is from Forward reaction prediction with 1.9M reactions from USPTO patents (1976-2016). The task is: Predict the product of the given reaction. (1) Given the reactants Cl[C:2]1[CH:7]=[CH:6][N:5]=[C:4]([NH2:8])[N:3]=1.[NH2:9][C:10]1[N:15]=[CH:14][C:13]([C:16]2[CH:21]=[CH:20][C:19]([C:22]3[C:23]([OH:32])=[CH:24][C:25]([C:28]([F:31])([F:30])[F:29])=[CH:26][CH:27]=3)=[CH:18][C:17]=2[F:33])=[CH:12][N:11]=1, predict the reaction product. The product is: [NH2:9][C:10]1[N:11]=[CH:12][C:13]([C:16]2[CH:21]=[CH:20][C:19]([C:22]3[CH:27]=[CH:26][C:25]([C:28]([F:31])([F:29])[F:30])=[CH:24][C:23]=3[O:32][C:2]3[CH:7]=[CH:6][N:5]=[C:4]([NH2:8])[N:3]=3)=[CH:18][C:17]=2[F:33])=[CH:14][N:15]=1. (2) Given the reactants [CH2:1]([O:3][C:4]([C:6]1[N:7]=[CH:8][C:9]2[C:14]([C:15]=1[OH:16])=[CH:13][CH:12]=[C:11]([O:17][C:18]1[CH:23]=[C:22]([F:24])[CH:21]=[CH:20][C:19]=1[Cl:25])[CH:10]=2)=[O:5])[CH3:2].C1C(=O)N([I:33])C(=O)C1, predict the reaction product. The product is: [CH2:1]([O:3][C:4]([C:6]1[N:7]=[C:8]([I:33])[C:9]2[C:14]([C:15]=1[OH:16])=[CH:13][CH:12]=[C:11]([O:17][C:18]1[CH:23]=[C:22]([F:24])[CH:21]=[CH:20][C:19]=1[Cl:25])[CH:10]=2)=[O:5])[CH3:2]. (3) Given the reactants [Cl:1][C:2]1[CH:18]=[CH:17][C:5]2[CH2:6][CH2:7][N:8](C(=O)C(F)(F)F)[CH2:9][CH2:10][C:4]=2[C:3]=1[NH:19][CH2:20][C:21]1[CH:26]=[CH:25][C:24]([CH2:27][N:28]([CH:30]([CH3:32])[CH3:31])[CH3:29])=[CH:23][CH:22]=1.CO, predict the reaction product. The product is: [Cl:1][C:2]1[CH:18]=[CH:17][C:5]2[CH2:6][CH2:7][NH:8][CH2:9][CH2:10][C:4]=2[C:3]=1[NH:19][CH2:20][C:21]1[CH:22]=[CH:23][C:24]([CH2:27][N:28]([CH:30]([CH3:32])[CH3:31])[CH3:29])=[CH:25][CH:26]=1. (4) Given the reactants Br[C:2]1[CH:3]=[C:4]2[N:10]([O:11][CH:12]([C:14]3[C:19]([Cl:20])=[CH:18][CH:17]=[C:16]([F:21])[C:15]=3[Cl:22])[CH3:13])[CH:9]=[CH:8][C:5]2=[N:6][CH:7]=1.[CH:23]1([NH:26][C:27]([C:29]2[CH:34]=[CH:33][C:32](B(O)O)=[CH:31][CH:30]=2)=[O:28])[CH2:25][CH2:24]1, predict the reaction product. The product is: [CH:23]1([NH:26][C:27](=[O:28])[C:29]2[CH:34]=[CH:33][C:32]([C:2]3[CH:3]=[C:4]4[N:10]([O:11][CH:12]([C:14]5[C:19]([Cl:20])=[CH:18][CH:17]=[C:16]([F:21])[C:15]=5[Cl:22])[CH3:13])[CH:9]=[CH:8][C:5]4=[N:6][CH:7]=3)=[CH:31][CH:30]=2)[CH2:24][CH2:25]1. (5) Given the reactants C([O:5][C:6]([C:8]1[C:9]([CH3:23])=[N:10][O:11][C:12]=1[C:13]1[CH:18]=[CH:17][C:16]([C:19]([O:21][CH3:22])=[O:20])=[CH:15][CH:14]=1)=[O:7])(C)(C)C.FC(F)(F)C(O)=O, predict the reaction product. The product is: [CH3:22][O:21][C:19]([C:16]1[CH:15]=[CH:14][C:13]([C:12]2[O:11][N:10]=[C:9]([CH3:23])[C:8]=2[C:6]([OH:7])=[O:5])=[CH:18][CH:17]=1)=[O:20]. (6) Given the reactants [Br:1][C:2]1[C:3]([O:12][CH3:13])=[C:4]([O:10][CH3:11])[CH:5]=[C:6]([CH:9]=1)[CH:7]=[O:8].[F:14][C:15]1[CH:20]=[CH:19][C:18]([Mg]Br)=[CH:17][CH:16]=1, predict the reaction product. The product is: [Br:1][C:2]1[CH:9]=[C:6]([CH:7]([C:18]2[CH:19]=[CH:20][C:15]([F:14])=[CH:16][CH:17]=2)[OH:8])[CH:5]=[C:4]([O:10][CH3:11])[C:3]=1[O:12][CH3:13].